From a dataset of Full USPTO retrosynthesis dataset with 1.9M reactions from patents (1976-2016). Predict the reactants needed to synthesize the given product. (1) Given the product [Cl:58][C:45]1[CH:44]=[C:43]2[O:42][CH:41]([OH:59])[CH2:40][C@@:10]3([C@H:9]([OH:8])[C@@H:14]([OH:15])[C@H:13]([OH:23])[C@@H:12]([CH2:31][OH:32])[O:11]3)[C:48]2=[CH:47][C:46]=1[CH2:49][C:50]1[CH:51]=[CH:52][C:53]([CH2:56][CH3:57])=[CH:54][CH:55]=1, predict the reactants needed to synthesize it. The reactants are: C([O:8][C@@H:9]1[C@@H:14]([O:15]CC2C=CC=CC=2)[C@H:13]([O:23]CC2C=CC=CC=2)[C@@H:12]([CH2:31][O:32]CC2C=CC=CC=2)[O:11][C@:10]21[C:48]1[C:43](=[CH:44][C:45]([Cl:58])=[C:46]([CH2:49][C:50]3[CH:55]=[CH:54][C:53]([CH2:56][CH3:57])=[CH:52][CH:51]=3)[CH:47]=1)[O:42][CH:41]([OH:59])[CH2:40]2)C1C=CC=CC=1.[H][H]. (2) Given the product [CH3:1][O:2][C:3]([C:5]1[C:18]2[C:9](=[N:10][C:11]3[C:16]([N:17]=2)=[C:15]2[CH:19]=[CH:20][CH:21]=[C:22]([O:23][CH3:24])[C:14]2=[CH:13][CH:12]=3)[CH:8]=[CH:7][C:6]=1[NH:27][CH3:26])=[O:4], predict the reactants needed to synthesize it. The reactants are: [CH3:1][O:2][C:3]([C:5]1[C:18]2[C:9](=[N:10][C:11]3[C:16]([N:17]=2)=[C:15]2[CH:19]=[CH:20][CH:21]=[C:22]([O:23][CH3:24])[C:14]2=[CH:13][CH:12]=3)[CH:8]=[CH:7][C:6]=1F)=[O:4].[CH3:26][NH2:27]. (3) Given the product [I:1][C:2]1[N:6]([CH2:7][CH2:8][C:9]2[CH:14]=[CH:13][CH:12]=[CH:11][CH:10]=2)[C:5]([CH:52]=[O:53])=[N:4][C:3]=1[C:15]1[CH:20]=[CH:19][CH:18]=[CH:17][CH:16]=1, predict the reactants needed to synthesize it. The reactants are: [I:1][C:2]1[N:6]([CH2:7][CH2:8][C:9]2[CH:14]=[CH:13][CH:12]=[CH:11][CH:10]=2)[CH:5]=[N:4][C:3]=1[C:15]1[CH:20]=[CH:19][CH:18]=[CH:17][CH:16]=1.IC1N=CN(CCC2C=CC=CC=2)C=1C1C=CC=CC=1.[Li+].CC([N-]C(C)C)C.CN([CH:52]=[O:53])C. (4) Given the product [CH3:16][NH:17][C:13]([C:4]1[CH:3]=[C:2]([Br:1])[C:10]2[O:9][CH2:8][C:7]([CH3:12])([CH3:11])[C:6]=2[CH:5]=1)=[O:15], predict the reactants needed to synthesize it. The reactants are: [Br:1][C:2]1[C:10]2[O:9][CH2:8][C:7]([CH3:12])([CH3:11])[C:6]=2[CH:5]=[C:4]([C:13]([OH:15])=O)[CH:3]=1.[CH3:16][N:17](C=O)C.Cl.CN.N1C=CC=CC=1. (5) Given the product [Br:1][C:2]1[CH:3]=[CH:4][C:5]([CH:8]([C:18]2[CH:23]=[CH:22][CH:21]=[C:20]([O:24][CH3:25])[CH:19]=2)[CH2:9][N:10]2[C:11](=[O:17])[CH2:12][CH2:13][C:14]2=[O:15])=[CH:6][CH:7]=1, predict the reactants needed to synthesize it. The reactants are: [Br:1][C:2]1[CH:7]=[CH:6][C:5]([CH:8]([C:18]2[CH:23]=[CH:22][CH:21]=[C:20]([O:24][CH3:25])[CH:19]=2)[CH2:9][NH:10][C:11](=[O:17])[CH2:12][CH2:13][C:14](O)=[O:15])=[CH:4][CH:3]=1.C(Cl)(=O)C. (6) Given the product [F:14][C:8]1[CH:7]=[C:6]([N:5]2[CH2:4][C:3]3[C:2](=[CH:18][CH:17]=[CH:16][CH:15]=3)[NH:1][C:19]2=[O:20])[CH:11]=[CH:10][C:9]=1[O:12][CH3:13], predict the reactants needed to synthesize it. The reactants are: [NH2:1][C:2]1[CH:18]=[CH:17][CH:16]=[CH:15][C:3]=1[CH2:4][NH:5][C:6]1[CH:11]=[CH:10][C:9]([O:12][CH3:13])=[C:8]([F:14])[CH:7]=1.[C:19](Cl)(Cl)=[O:20].CCO. (7) Given the product [C:1]([O:5][C:6]([NH:8][C@@H:9]([CH2:24][C:25]1[CH:30]=[CH:29][C:28]([O:31][CH2:32][C:33]2[CH:34]=[CH:35][CH:36]=[CH:37][CH:38]=2)=[C:27]([O:39][CH2:40][C:41]2[CH:46]=[CH:45][CH:44]=[CH:43][CH:42]=2)[CH:26]=1)[C:10]([O:12][C@H:13]([CH3:23])[CH2:14][OH:15])=[O:11])=[O:7])([CH3:2])([CH3:3])[CH3:4], predict the reactants needed to synthesize it. The reactants are: [C:1]([O:5][C:6]([NH:8][C@@H:9]([CH2:24][C:25]1[CH:30]=[CH:29][C:28]([O:31][CH2:32][C:33]2[CH:38]=[CH:37][CH:36]=[CH:35][CH:34]=2)=[C:27]([O:39][CH2:40][C:41]2[CH:46]=[CH:45][CH:44]=[CH:43][CH:42]=2)[CH:26]=1)[C:10]([O:12][C@H:13]([CH3:23])[CH2:14][O:15][Si](C(C)(C)C)(C)C)=[O:11])=[O:7])([CH3:4])([CH3:3])[CH3:2].F.F.F.C(N(CC)CC)C. (8) Given the product [Br:1][C:2]1[CH:7]=[CH:6][C:5]([C:8]([N:10]2[CH2:15][CH2:14][O:13][CH2:12][CH2:11]2)=[O:9])=[CH:4][C:3]=1[O:16][CH2:29][CH:30]([F:32])[F:31], predict the reactants needed to synthesize it. The reactants are: [Br:1][C:2]1[CH:7]=[CH:6][C:5]([C:8]([N:10]2[CH2:15][CH2:14][O:13][CH2:12][CH2:11]2)=[O:9])=[CH:4][C:3]=1[OH:16].C(=O)([O-])[O-].[K+].[K+].FC(F)(F)S(O[CH2:29][CH:30]([F:32])[F:31])(=O)=O.